From a dataset of Reaction yield outcomes from USPTO patents with 853,638 reactions. Predict the reaction yield, written as a fraction of the theoretical maximum amount of product (1.0 means a 100% yield; for example, 0.34 means a 34% yield). (1) The reactants are [CH3:1][O:2][C:3]1[CH:8]=[CH:7][C:6]([F:9])=[CH:5][C:4]=1B(O)O.Br[C:14]1[S:15][CH:16]=[CH:17][CH:18]=1.C(=O)([O-])[O-].[K+].[K+].C([O-])(=O)C. The catalyst is O.O1CCOCC1. The product is [S:15]1[CH:16]=[CH:17][CH:18]=[C:14]1[C:4]1[CH:5]=[C:6]([F:9])[CH:7]=[CH:8][C:3]=1[O:2][CH3:1]. The yield is 0.900. (2) The reactants are C(O)C.[Br:4][C:5]1[C:6]([CH3:16])=[C:7]([N+:13]([O-:15])=[O:14])[C:8]([O:11][CH3:12])=[N:9][CH:10]=1.[C:17](OCC)(=[O:23])[C:18]([O:20][CH2:21][CH3:22])=[O:19].[O-]CC.[K+]. The catalyst is C(OCC)(=O)C.CCOCC. The product is [Br:4][C:5]1[C:6](/[CH:16]=[C:17](\[OH:23])/[C:18]([O:20][CH2:21][CH3:22])=[O:19])=[C:7]([N+:13]([O-:15])=[O:14])[C:8]([O:11][CH3:12])=[N:9][CH:10]=1. The yield is 0.460. (3) The reactants are [OH:1][C:2]1[C:3]([C:19]([F:22])([F:21])[F:20])=[C:4]2[C:8](=[CH:9][CH:10]=1)[NH:7][C:6]([CH3:11])=[C:5]2[C:12]([O:14][C:15]([CH3:18])([CH3:17])[CH3:16])=[O:13].CCN(C(C)C)C(C)C.C1(N([S:39]([C:42]([F:45])([F:44])[F:43])(=[O:41])=[O:40])[S:39]([C:42]([F:45])([F:44])[F:43])(=[O:41])=[O:40])C=CC=CC=1. The catalyst is CC#N.CCOC(C)=O. The product is [CH3:11][C:6]1[NH:7][C:8]2[C:4]([C:5]=1[C:12]([O:14][C:15]([CH3:18])([CH3:17])[CH3:16])=[O:13])=[C:3]([C:19]([F:22])([F:20])[F:21])[C:2]([O:1][S:39]([C:42]([F:45])([F:44])[F:43])(=[O:41])=[O:40])=[CH:10][CH:9]=2. The yield is 0.750. (4) The reactants are I[C:2]1[CH:3]=[CH:4][C:5]2[N:6]([CH:8]=[CH:9][N:10]=2)[CH:7]=1.[NH:11]1[CH:15]=[CH:14][CH:13]=[N:12]1.[C@H]1(N)CCCC[C@@H]1N.P([O-])([O-])([O-])=O.[K+].[K+].[K+]. The catalyst is [Cu]I.C(Cl)(Cl)Cl.COCCOC. The product is [N:11]1([C:2]2[CH:3]=[CH:4][C:5]3[N:6]([CH:8]=[CH:9][N:10]=3)[CH:7]=2)[CH:15]=[CH:14][CH:13]=[N:12]1. The yield is 0.400. (5) The reactants are [SH:1][C:2]1[S:3][C:4]2[CH:10]=[CH:9][C:8]([C:11]#[N:12])=[CH:7][C:5]=2[N:6]=1.[Cl:13][C:14]1[CH:19]=[C:18]([N+:20]([O-:22])=[O:21])[CH:17]=[C:16]([Cl:23])[C:15]=1Cl.[H-].[Na+]. The catalyst is CN(C=O)C. The product is [Cl:13][C:14]1[CH:19]=[C:18]([N+:20]([O-:22])=[O:21])[CH:17]=[C:16]([Cl:23])[C:15]=1[S:1][C:2]1[S:3][C:4]2[CH:10]=[CH:9][C:8]([C:11]#[N:12])=[CH:7][C:5]=2[N:6]=1. The yield is 0.990. (6) The yield is 0.717. The reactants are Cl[C:2]1[CH:7]=[C:6]([N:8]([C:10]2[CH:15]=[CH:14][C:13]([N+:16]([O-:18])=[O:17])=[C:12]([F:19])[CH:11]=2)C)[CH:5]=[CH:4][N:3]=1.[CH:20]1([C:23]([NH2:25])=[O:24])[CH2:22][CH2:21]1.C([O-])([O-])=O.[Cs+].[Cs+].C1(P(C2C=CC=CC=2)C2C=CC3C(=CC=CC=3)C=2C2C3C(=CC=CC=3)C=CC=2P(C2C=CC=CC=2)C2C=CC=CC=2)C=CC=CC=1. The product is [F:19][C:12]1[CH:11]=[C:10]([CH:15]=[CH:14][C:13]=1[N+:16]([O-:18])=[O:17])[NH:8][C:6]1[CH:5]=[CH:4][N:3]=[C:2]([NH:25][C:23]([CH:20]2[CH2:22][CH2:21]2)=[O:24])[CH:7]=1. The catalyst is O1CCOCC1.C1C=CC(/C=C/C(/C=C/C2C=CC=CC=2)=O)=CC=1.C1C=CC(/C=C/C(/C=C/C2C=CC=CC=2)=O)=CC=1.C1C=CC(/C=C/C(/C=C/C2C=CC=CC=2)=O)=CC=1.[Pd].[Pd].CCOC(C)=O.